Dataset: Catalyst prediction with 721,799 reactions and 888 catalyst types from USPTO. Task: Predict which catalyst facilitates the given reaction. (1) Reactant: [OH-].[NH4+].[CH3:3][O:4][C:5](=[O:41])[C@@H:6]([NH:11][C:12]([C:14]1[CH:19]=[CH:18][C:17]([C:20]2[CH:25]=[CH:24][C:23]([O:26][CH3:27])=[CH:22][CH:21]=2)=[CH:16][C:15]=1[NH:28][C:29]([NH:31][C:32]1[C:37]([CH3:38])=[CH:36][C:35]([CH3:39])=[CH:34][C:33]=1[CH3:40])=[O:30])=[O:13])[CH2:7][C:8]([OH:10])=O.C[N:43](C(ON1N=NC2C=CC=NC1=2)=[N+](C)C)C.F[P-](F)(F)(F)(F)F. Product: [CH3:27][O:26][C:23]1[CH:22]=[CH:21][C:20]([C:17]2[CH:18]=[CH:19][C:14]([C:12]([NH:11][C@H:6]([C:5]([O:4][CH3:3])=[O:41])[CH2:7][C:8](=[O:10])[NH2:43])=[O:13])=[C:15]([NH:28][C:29]([NH:31][C:32]3[C:33]([CH3:40])=[CH:34][C:35]([CH3:39])=[CH:36][C:37]=3[CH3:38])=[O:30])[CH:16]=2)=[CH:25][CH:24]=1. The catalyst class is: 2. (2) Product: [N+:1]([C:4]1[CH:9]=[CH:8][CH:7]=[CH:6][C:5]=1[N:10]1[CH:14]=[CH:13][CH:12]=[C:11]1[CH:15]=[CH:22][CH:23]1[O:27][CH2:26][CH2:25][O:24]1)([O-:3])=[O:2]. Reactant: [N+:1]([C:4]1[CH:9]=[CH:8][CH:7]=[CH:6][C:5]=1[N:10]1[CH:14]=[CH:13][CH:12]=[C:11]1[CH:15]=O)([O-:3])=[O:2].C(P(CCCC)(CCCC)[CH2:22][CH:23]1[O:27][CH2:26][CH2:25][O:24]1)CCC.CC([O-])(C)C.[K+].O. The catalyst class is: 16. (3) Product: [Cl:1][C:2]1[CH:3]=[C:4]([C:5]2[O:7][N:8]=[C:9]([CH:10]([OH:12])[CH3:11])[N:13]=2)[CH:14]=[CH:15][CH:16]=1. The catalyst class is: 40. Reactant: [Cl:1][C:2]1[CH:3]=[C:4]([CH:14]=[CH:15][CH:16]=1)[C:5]([O:7][N:8]=[C:9]([NH2:13])[CH:10]([OH:12])[CH3:11])=O.C([O-])(=O)C.[Na+]. (4) Reactant: C(ONC([N:9]1[CH2:14][CH2:13][N:12]([C:15]2[S:16][C:17]([CH3:26])=[C:18]([C:20]3[CH:25]=[CH:24][CH:23]=[CH:22][CH:21]=3)[N:19]=2)[CH2:11][CH2:10]1)=O)(C)(C)C.Cl. Product: [CH3:26][C:17]1[S:16][C:15]([N:12]2[CH2:13][CH2:14][NH:9][CH2:10][CH2:11]2)=[N:19][C:18]=1[C:20]1[CH:21]=[CH:22][CH:23]=[CH:24][CH:25]=1. The catalyst class is: 13. (5) Reactant: [CH:1]1([CH2:7][CH:8]=[CH:9][C:10]2[CH:11]=[C:12]([CH:17]=[CH:18][CH:19]=2)[C:13]([O:15][CH3:16])=[O:14])[CH2:6][CH2:5][CH2:4][CH2:3][CH2:2]1. Product: [CH:1]1([CH2:7][CH2:8][CH2:9][C:10]2[CH:11]=[C:12]([CH:17]=[CH:18][CH:19]=2)[C:13]([O:15][CH3:16])=[O:14])[CH2:6][CH2:5][CH2:4][CH2:3][CH2:2]1. The catalyst class is: 178. (6) The catalyst class is: 129. Product: [C:1]([O:5][C:6]([N:8]1[CH2:13][CH2:12][CH2:11][C:10]([NH2:18])([CH:14]([CH3:17])[CH2:15][OH:16])[CH2:9]1)=[O:7])([CH3:4])([CH3:2])[CH3:3]. Reactant: [C:1]([O:5][C:6]([N:8]1[CH2:13][CH2:12][CH2:11][C:10]([NH:18]C(OCC2C=CC=CC=2)=O)([CH:14]([CH3:17])[CH2:15][OH:16])[CH2:9]1)=[O:7])([CH3:4])([CH3:3])[CH3:2]. (7) Reactant: [C:1]([O:5][C:6]([NH:8][CH2:9][C:10]1[CH:11]=[CH:12][C:13]([NH:20][C:21]2[CH:26]=[C:25]([C:27]([F:30])([F:29])[F:28])[CH:24]=[CH:23][C:22]=2[N+:31]([O-])=O)=[C:14]([CH:19]=1)[C:15]([O:17][CH3:18])=[O:16])=[O:7])([CH3:4])([CH3:3])[CH3:2].[H][H]. Product: [NH2:31][C:22]1[CH:23]=[CH:24][C:25]([C:27]([F:30])([F:29])[F:28])=[CH:26][C:21]=1[NH:20][C:13]1[CH:12]=[CH:11][C:10]([CH2:9][NH:8][C:6]([O:5][C:1]([CH3:4])([CH3:3])[CH3:2])=[O:7])=[CH:19][C:14]=1[C:15]([O:17][CH3:18])=[O:16]. The catalyst class is: 458.